This data is from Reaction yield outcomes from USPTO patents with 853,638 reactions. The task is: Predict the reaction yield, written as a fraction of the theoretical maximum amount of product (1.0 means a 100% yield; for example, 0.34 means a 34% yield). The reactants are [F:1][C:2]1[CH:3]=[CH:4][C:5]([C:17]2[CH:18]=[N:19][C:20]([C:23]([F:26])([F:25])[F:24])=[CH:21][CH:22]=2)=[N:6][C:7]=1[CH:8]=[N:9][C@H:10]([CH:14]([CH3:16])[CH3:15])[CH:11]([OH:13])[CH3:12].[H][H]. The catalyst is CO.[Pd]. The product is [F:1][C:2]1[CH:3]=[CH:4][C:5]([C:17]2[CH:18]=[N:19][C:20]([C:23]([F:26])([F:24])[F:25])=[CH:21][CH:22]=2)=[N:6][C:7]=1[CH2:8][NH:9][C@H:10]([CH:14]([CH3:15])[CH3:16])[CH:11]([OH:13])[CH3:12]. The yield is 0.497.